The task is: Predict the reaction yield, written as a fraction of the theoretical maximum amount of product (1.0 means a 100% yield; for example, 0.34 means a 34% yield).. This data is from Reaction yield outcomes from USPTO patents with 853,638 reactions. The reactants are CCCC[N+](CCCC)(CCCC)CCCC.[F-:18].[C:19]([O:23][C:24]([N:26]([CH3:52])[C:27]1[CH:32]=[CH:31][C:30]([CH:33]=[CH:34][C:35]2[CH:51]=[CH:50][C:38]([O:39][CH2:40][CH2:41][O:42][CH2:43][CH2:44]OS(C)(=O)=O)=[CH:37][CH:36]=2)=[CH:29][CH:28]=1)=[O:25])([CH3:22])([CH3:21])[CH3:20].ClCCl. The catalyst is C1COCC1. The product is [C:19]([O:23][C:24](=[O:25])[N:26]([C:27]1[CH:32]=[CH:31][C:30]([CH:33]=[CH:34][C:35]2[CH:51]=[CH:50][C:38]([O:39][CH2:40][CH2:41][O:42][CH2:43][CH2:44][F:18])=[CH:37][CH:36]=2)=[CH:29][CH:28]=1)[CH3:52])([CH3:22])([CH3:21])[CH3:20]. The yield is 0.570.